From a dataset of Full USPTO retrosynthesis dataset with 1.9M reactions from patents (1976-2016). Predict the reactants needed to synthesize the given product. (1) Given the product [F:37][C:38]([F:46])([F:45])[CH2:39][CH2:40][S:41]([O:1][C:2]1[CH:3]=[CH:4][C:5]([NH:18][C:19]([C:21]2[C:30]3[C:25](=[CH:26][CH:27]=[CH:28][CH:29]=3)[C:24]([CH2:31][N:32]3[CH:36]=[CH:35][N:34]=[N:33]3)=[CH:23][CH:22]=2)=[O:20])=[C:6]([C:8]([NH:10][CH2:11][CH:12]2[CH2:13][CH2:14][O:15][CH2:16][CH2:17]2)=[O:9])[N:7]=1)(=[O:43])=[O:42], predict the reactants needed to synthesize it. The reactants are: [OH:1][C:2]1[N:7]=[C:6]([C:8]([NH:10][CH2:11][CH:12]2[CH2:17][CH2:16][O:15][CH2:14][CH2:13]2)=[O:9])[C:5]([NH:18][C:19]([C:21]2[C:30]3[C:25](=[CH:26][CH:27]=[CH:28][CH:29]=3)[C:24]([CH2:31][N:32]3[CH:36]=[CH:35][N:34]=[N:33]3)=[CH:23][CH:22]=2)=[O:20])=[CH:4][CH:3]=1.[F:37][C:38]([F:46])([F:45])[CH2:39][CH2:40][S:41](Cl)(=[O:43])=[O:42]. (2) Given the product [C:1]1([N:7]2[C:11]3[CH:12]=[C:13]([O:16][CH2:17][CH2:18][CH2:19][CH2:20][O:21][C:34](=[O:36])[CH3:35])[CH:14]=[CH:15][C:10]=3[N:9]=[C:8]2[C:22]2[CH:23]=[CH:24][CH:25]=[CH:26][CH:27]=2)[CH:6]=[CH:5][CH:4]=[CH:3][CH:2]=1, predict the reactants needed to synthesize it. The reactants are: [C:1]1([N:7]2[C:11]3[CH:12]=[C:13]([O:16][CH2:17][CH2:18][CH2:19][CH2:20][OH:21])[CH:14]=[CH:15][C:10]=3[N:9]=[C:8]2[C:22]2[CH:27]=[CH:26][CH:25]=[CH:24][CH:23]=2)[CH:6]=[CH:5][CH:4]=[CH:3][CH:2]=1.N1C=CC=CC=1.[C:34](Cl)(=[O:36])[CH3:35].C(=O)(O)[O-].[Na+]. (3) The reactants are: [I:1][C:2]1[CH:6]=[C:5]([CH:7]2[CH2:10][N:9]([C:11](=[O:13])[CH3:12])[CH2:8]2)[N:4]([CH:14]([CH3:16])C)[N:3]=1.N1C[CH:19](C2N(CC3CC3)N=C(I)C=2)[CH2:18]1. Given the product [CH:16]1([CH2:14][N:4]2[C:5]([CH:7]3[CH2:8][N:9]([C:11](=[O:13])[CH3:12])[CH2:10]3)=[CH:6][C:2]([I:1])=[N:3]2)[CH2:19][CH2:18]1, predict the reactants needed to synthesize it. (4) Given the product [CH:21]1(/[CH:20]=[CH:19]/[C:18]#[C:17][C:14]2[CH:15]=[CH:16][C:11]([C:10]([NH:9][C@H:4]([C:3](=[O:2])[NH:26][OH:27])[C:5]([OH:8])([CH3:7])[CH3:6])=[O:24])=[CH:12][CH:13]=2)[CH2:23][CH2:22]1, predict the reactants needed to synthesize it. The reactants are: C[O:2][C:3](=O)[C@@H:4]([NH:9][C:10](=[O:24])[C:11]1[CH:16]=[CH:15][C:14]([C:17]#[C:18]/[CH:19]=[CH:20]/[CH:21]2[CH2:23][CH2:22]2)=[CH:13][CH:12]=1)[C:5]([OH:8])([CH3:7])[CH3:6].[NH2:26][OH:27]. (5) Given the product [NH2:5][C:4]([CH:35]1[CH2:37][CH2:36]1)([CH:1]1[CH2:3][CH2:2]1)[C:12]1[S:13][C:14]([C:17]2[CH:22]=[C:21]([NH:23][C:24]3[N:29]=[C:28]([C:30]([F:33])([F:32])[F:31])[CH:27]=[CH:26][N:25]=3)[CH:20]=[C:19]([CH3:34])[CH:18]=2)=[CH:15][N:16]=1, predict the reactants needed to synthesize it. The reactants are: [CH:1]1([C:4]([CH:35]2[CH2:37][CH2:36]2)([C:12]2[S:13][C:14]([C:17]3[CH:22]=[C:21]([NH:23][C:24]4[N:29]=[C:28]([C:30]([F:33])([F:32])[F:31])[CH:27]=[CH:26][N:25]=4)[CH:20]=[C:19]([CH3:34])[CH:18]=3)=[CH:15][N:16]=2)[NH:5][S@@](C(C)(C)C)=O)[CH2:3][CH2:2]1.Cl. (6) Given the product [CH2:14]([N:7]1[C:8]2[C:13](=[CH:12][CH:11]=[CH:10][CH:9]=2)[C:5]([C:3]([OH:4])=[O:2])=[CH:6]1)[CH3:15], predict the reactants needed to synthesize it. The reactants are: C[O:2][C:3]([C:5]1[C:13]2[C:8](=[CH:9][CH:10]=[CH:11][CH:12]=2)[N:7]([CH2:14][CH3:15])[CH:6]=1)=[O:4].C1COCC1.[OH-].[Na+]. (7) Given the product [O:1]1[C:5]2([CH2:10][CH2:9][CH:8]([C:11]3[CH:12]=[CH:13][C:14]([C:15]([OH:17])=[O:16])=[CH:18][CH:19]=3)[CH2:7][CH2:6]2)[O:4][CH2:3][CH2:2]1, predict the reactants needed to synthesize it. The reactants are: [O:1]1[C:5]2([CH2:10][CH2:9][C:8]([C:11]3[CH:19]=[CH:18][C:14]([C:15]([OH:17])=[O:16])=[CH:13][CH:12]=3)=[CH:7][CH2:6]2)[O:4][CH2:3][CH2:2]1. (8) Given the product [C:6]([CH2:9][N:10]1[CH2:21][CH2:20][N:19]([C:22](=[O:31])[NH:23][CH2:24][C:25]2[CH:30]=[CH:29][CH:28]=[CH:27][CH:26]=2)[CH2:18][CH2:17][N:16]([CH2:32][C:33]([OH:35])=[O:34])[CH2:15][CH2:14][N:13]([CH2:36][C:37]([OH:39])=[O:38])[CH2:12][CH2:11]1)([OH:8])=[O:7].[Gd:2], predict the reactants needed to synthesize it. The reactants are: [O-2].[Gd+3:2].[O-2].[O-2].[Gd+3].[C:6]([CH2:9][N:10]1[CH2:21][CH2:20][N:19]([C:22](=[O:31])[NH:23][CH2:24][C:25]2[CH:30]=[CH:29][CH:28]=[CH:27][CH:26]=2)[CH2:18][CH2:17][N:16]([CH2:32][C:33]([OH:35])=[O:34])[CH2:15][CH2:14][N:13]([CH2:36][C:37]([OH:39])=[O:38])[CH2:12][CH2:11]1)([OH:8])=[O:7]. (9) Given the product [CH3:1][O:2][C:3]1[CH:4]=[C:5]2[C:13](=[CH:14][CH:15]=1)[NH:12][C:11]1[C:10]3[CH:16]=[CH:17][CH:18]=[CH:19][C:9]=3[O:8][CH:7]([OH:20])[C:6]2=1, predict the reactants needed to synthesize it. The reactants are: [CH3:1][O:2][C:3]1[CH:4]=[C:5]2[C:13](=[CH:14][CH:15]=1)[NH:12][C:11]1[C:10]3[CH:16]=[CH:17][CH:18]=[CH:19][C:9]=3[O:8][CH2:7][C:6]2=1.[O:20](C(C)(C)C)[K].O=O. (10) Given the product [N:1]1[CH:6]=[CH:5][CH:4]=[CH:3][C:2]=1[S:7][C:8]1[CH:13]=[CH:12][N:11]=[C:10]([NH:14][C:15]2[CH:16]=[C:17]([NH:21][C:22](=[O:25])[CH:23]=[CH2:24])[CH:18]=[CH:19][CH:20]=2)[N:9]=1, predict the reactants needed to synthesize it. The reactants are: [N:1]1[CH:6]=[CH:5][CH:4]=[CH:3][C:2]=1[S:7][C:8]1[CH:13]=[CH:12][N:11]=[C:10]([NH:14][C:15]2[CH:20]=[CH:19][CH:18]=[C:17]([NH2:21])[CH:16]=2)[N:9]=1.[C:22](O)(=[O:25])[CH:23]=[CH2:24].